This data is from NCI-60 drug combinations with 297,098 pairs across 59 cell lines. The task is: Regression. Given two drug SMILES strings and cell line genomic features, predict the synergy score measuring deviation from expected non-interaction effect. Drug 1: C1=NC2=C(N1)C(=S)N=C(N2)N. Drug 2: CC1=C(C=C(C=C1)C(=O)NC2=CC(=CC(=C2)C(F)(F)F)N3C=C(N=C3)C)NC4=NC=CC(=N4)C5=CN=CC=C5. Cell line: NCI/ADR-RES. Synergy scores: CSS=35.7, Synergy_ZIP=-7.32, Synergy_Bliss=-3.25, Synergy_Loewe=-6.80, Synergy_HSA=-4.07.